Dataset: Experimentally validated miRNA-target interactions with 360,000+ pairs, plus equal number of negative samples. Task: Binary Classification. Given a miRNA mature sequence and a target amino acid sequence, predict their likelihood of interaction. (1) The protein sequence of the target gene is MAGRHQNRSFPLPGVQSSGQVHAFGNCSDSDILEEDAEVYELRSRGKEKVRRSTSRDRLDDIIVLTKDIQEGDTLNAIALQYCCTVADIKRVNNLISDQDFFALRSIKIPVKKFSSLTETLCPPKGRQTSRHSSVQYSSEQQEILPANDSLAYSDSAGSFLKEVDRDIEQIVKCTDNKRENLNEVVSALTAQQMRFEPDNKNTQRKDPYYGADWGIGWWTAVVIMLIVGIITPVFYLLYYEILAKVDVSHHSTVDSSHLHSKITPPSQQREMENGIVPTKGIHFSQQDDHKLYSQDSQSP.... Result: 1 (interaction). The miRNA is hsa-miR-27b-3p with sequence UUCACAGUGGCUAAGUUCUGC. (2) The miRNA is mmu-miR-652-3p with sequence AAUGGCGCCACUAGGGUUGUG. The protein sequence of the target gene is MSPEKQHREEDEVDSVLLSASKILNSSEGVKESGCSDTEYGCIAESENQIQPQSALKVLQQQLESFQALRMQTLQNVSMVQSEISEILNKSIIEVENPQFSSEKNLVFGTRIEKDLPTENQEENLSMEKSHHFEDSKTLHSVEEKLSGDSVNSLPQSVNVPSQIHSEDTLTLRTSTDNLSSNIIIHPSENSDILKNYNNFYRFLPTAPPNVMSQADTVILDKSKITVPFLKHGFCENLDDICHSIKQMKEELQKSHDGEVALTNELQTLQTDPDVHRNGKYDMSPIHQDKMNFIKEENLD.... Result: 0 (no interaction).